Dataset: NCI-60 drug combinations with 297,098 pairs across 59 cell lines. Task: Regression. Given two drug SMILES strings and cell line genomic features, predict the synergy score measuring deviation from expected non-interaction effect. Drug 1: C1CCN(CC1)CCOC2=CC=C(C=C2)C(=O)C3=C(SC4=C3C=CC(=C4)O)C5=CC=C(C=C5)O. Drug 2: C1=NC2=C(N1)C(=S)N=CN2. Cell line: KM12. Synergy scores: CSS=-1.54, Synergy_ZIP=2.33, Synergy_Bliss=0.751, Synergy_Loewe=-10.7, Synergy_HSA=-5.92.